Dataset: Forward reaction prediction with 1.9M reactions from USPTO patents (1976-2016). Task: Predict the product of the given reaction. (1) Given the reactants [F:1][C:2]1[CH:3]=[C:4]([S:10]([NH2:13])(=[O:12])=[O:11])[CH:5]=[CH:6][C:7]=1[CH2:8][OH:9].[CH3:14][N:15]([CH3:18])[CH:16]=O.CO[CH:14](OC)[N:15]([CH3:18])[CH3:16], predict the reaction product. The product is: [CH3:14][N:15]([CH:18]=[N:13][S:10]([C:4]1[CH:5]=[CH:6][C:7]([CH2:8][OH:9])=[C:2]([F:1])[CH:3]=1)(=[O:11])=[O:12])[CH3:16]. (2) Given the reactants [C:1]1([CH3:27])[CH:6]=[CH:5][C:4]([S:7]([N:10]2[C:14]3=[N:15][CH:16]=[CH:17][C:18]([C:19]4[CH:20]=[C:21]([CH2:25]O)[CH:22]=[CH:23][CH:24]=4)=[C:13]3[CH:12]=[CH:11]2)(=[O:9])=[O:8])=[CH:3][CH:2]=1.[Li+].[OH-].[ClH:30], predict the reaction product. The product is: [Cl:30][CH2:25][C:21]1[CH:20]=[C:19]([C:18]2[CH:17]=[CH:16][N:15]=[C:14]3[N:10]([S:7]([C:4]4[CH:5]=[CH:6][C:1]([CH3:27])=[CH:2][CH:3]=4)(=[O:9])=[O:8])[CH:11]=[CH:12][C:13]=23)[CH:24]=[CH:23][CH:22]=1.